This data is from Full USPTO retrosynthesis dataset with 1.9M reactions from patents (1976-2016). The task is: Predict the reactants needed to synthesize the given product. (1) The reactants are: S(=O)(=O)(O)O.[NH2:6][N:7]1[C:12]([C:13]([F:16])([F:15])[F:14])=[CH:11][C:10](=[O:17])[N:9]([C:18]2[CH:23]=[C:22]([O:24]C(C)C)[C:21]([Cl:28])=[CH:20][C:19]=2[F:29])[C:8]1=[O:30]. Given the product [NH2:6][N:7]1[C:12]([C:13]([F:14])([F:15])[F:16])=[CH:11][C:10](=[O:17])[N:9]([C:18]2[CH:23]=[C:22]([OH:24])[C:21]([Cl:28])=[CH:20][C:19]=2[F:29])[C:8]1=[O:30], predict the reactants needed to synthesize it. (2) Given the product [OH:19][N:18]=[C:3]([NH2:4])[N:2]([CH2:5][C:6]([O:8][C:9]([CH3:11])([CH3:10])[CH3:12])=[O:7])[CH3:1], predict the reactants needed to synthesize it. The reactants are: [CH3:1][N:2]([CH2:5][C:6]([O:8][C:9]([CH3:12])([CH3:11])[CH3:10])=[O:7])[C:3]#[N:4].O1CCCC1.[NH2:18][OH:19]. (3) Given the product [I:26][CH2:2][CH2:3][CH2:4][CH2:5][O:6][CH2:7][CH2:8][O:9][CH2:10][CH2:11][O:12][CH2:13][CH2:14][O:15][CH2:16][CH2:17][O:18][CH2:19][C:20]1[CH:25]=[CH:24][CH:23]=[CH:22][CH:21]=1, predict the reactants needed to synthesize it. The reactants are: Br[CH2:2][CH2:3][CH2:4][CH2:5][O:6][CH2:7][CH2:8][O:9][CH2:10][CH2:11][O:12][CH2:13][CH2:14][O:15][CH2:16][CH2:17][O:18][CH2:19][C:20]1[CH:25]=[CH:24][CH:23]=[CH:22][CH:21]=1.[I-:26].[Na+]. (4) Given the product [CH:30]([C:27]1[N:26]=[C:25]([CH:22]2[CH2:21][CH2:20][N:19]([C:15]3[N:16]=[CH:17][N:18]=[C:13]([O:12][C:11]4[CH:36]=[CH:37][C:8]([CH:5]([CH2:6][OH:7])[CH2:4][OH:3])=[CH:9][CH:10]=4)[C:14]=3[N+:33]([O-:35])=[O:34])[CH2:24][CH2:23]2)[O:29][N:28]=1)([CH3:32])[CH3:31], predict the reactants needed to synthesize it. The reactants are: CC1(C)[O:7][CH2:6][CH:5]([C:8]2[CH:37]=[CH:36][C:11]([O:12][C:13]3[N:18]=[CH:17][N:16]=[C:15]([N:19]4[CH2:24][CH2:23][CH:22]([C:25]5[O:29][N:28]=[C:27]([CH:30]([CH3:32])[CH3:31])[N:26]=5)[CH2:21][CH2:20]4)[C:14]=3[N+:33]([O-:35])=[O:34])=[CH:10][CH:9]=2)[CH2:4][O:3]1.Cl. (5) Given the product [C:19]([O:18][C:16]([N:23]1[CH2:26][CH:25]([NH:27][C:12]2[N:11]=[N:10][C:9]([C:7](=[O:8])[NH:6][CH2:5][CH2:4][CH:1]3[CH2:3][CH2:2]3)=[CH:14][CH:13]=2)[CH2:24]1)=[O:17])([CH3:22])([CH3:20])[CH3:21], predict the reactants needed to synthesize it. The reactants are: [CH:1]1([CH2:4][CH2:5][NH:6][C:7]([C:9]2[N:10]=[N:11][C:12](Cl)=[CH:13][CH:14]=2)=[O:8])[CH2:3][CH2:2]1.[C:16]([N:23]1[CH2:26][CH:25]([NH2:27])[CH2:24]1)([O:18][C:19]([CH3:22])([CH3:21])[CH3:20])=[O:17].N12CCCN=C1CCCCC2. (6) Given the product [Cl:11][C:12]1[CH:17]=[CH:16][N:15]=[C:14]2[NH:18][CH:19]=[C:20]([CH:21]=[O:23])[C:13]=12, predict the reactants needed to synthesize it. The reactants are: N12CN3CN(CN(C3)C1)C2.[Cl:11][C:12]1[CH:17]=[CH:16][N:15]=[C:14]2[NH:18][CH:19]=[CH:20][C:13]=12.[C:21](OCC)(=[O:23])C. (7) The reactants are: [CH3:1][O:2][C:3]1[CH:4]=[CH:5][CH:6]=[C:7]2[C:12]=1[CH2:11][CH:10]([NH:13][CH2:14][CH2:15][CH3:16])[CH2:9][CH2:8]2.[N:17]1[N:21]2[CH:22]=[CH:23][CH:24]=[CH:25][C:20]2=[C:19]([CH2:26][C:27](O)=O)[CH:18]=1. Given the product [CH3:1][O:2][C:3]1[CH:4]=[CH:5][CH:6]=[C:7]2[C:12]=1[CH2:11][CH:10]([N:13]([CH2:14][CH2:15][CH3:16])[CH2:27][CH2:26][C:19]1[CH:18]=[N:17][N:21]3[CH:22]=[CH:23][CH:24]=[CH:25][C:20]=13)[CH2:9][CH2:8]2, predict the reactants needed to synthesize it.